From a dataset of Catalyst prediction with 721,799 reactions and 888 catalyst types from USPTO. Predict which catalyst facilitates the given reaction. The catalyst class is: 187. Reactant: Br[C:2]1[CH:3]=[CH:4][C:5](=[O:14])[N:6]([C:8]2[CH:13]=[CH:12][CH:11]=[CH:10][CH:9]=2)[CH:7]=1.[C:15](=[NH:28])([C:22]1[CH:27]=[CH:26][CH:25]=[CH:24][CH:23]=1)[C:16]1[CH:21]=[CH:20][CH:19]=[CH:18][CH:17]=1.C1C=CC(P(C2C=CC3C(=CC=CC=3)C=2C2C3C(=CC=CC=3)C=CC=2P(C2C=CC=CC=2)C2C=CC=CC=2)C2C=CC=CC=2)=CC=1.CC(C)([O-])C.[Na+]. Product: [C:15](=[N:28][C:2]1[CH:3]=[CH:4][C:5](=[O:14])[N:6]([C:8]2[CH:13]=[CH:12][CH:11]=[CH:10][CH:9]=2)[CH:7]=1)([C:22]1[CH:23]=[CH:24][CH:25]=[CH:26][CH:27]=1)[C:16]1[CH:21]=[CH:20][CH:19]=[CH:18][CH:17]=1.